This data is from Forward reaction prediction with 1.9M reactions from USPTO patents (1976-2016). The task is: Predict the product of the given reaction. (1) Given the reactants CO[C:3]1[C:8]([O:9][CH3:10])=[CH:7][CH:6]=[CH:5][C:4]=1[C:11]1[O:12][CH2:13][C:14]([CH3:17])([CH3:16])[N:15]=1.Br[CH2:19][CH:20]([C:22]1[CH:27]=[CH:26][CH:25]=[CH:24][CH:23]=1)[CH3:21].[Mg].[NH4+].[Cl-], predict the reaction product. The product is: [CH3:17][C:14]1([CH3:16])[CH2:13][O:12][C:11]([C:4]2[C:3]([CH2:19][CH:20]([C:22]3[CH:27]=[CH:26][CH:25]=[CH:24][CH:23]=3)[CH3:21])=[C:8]([O:9][CH3:10])[CH:7]=[CH:6][CH:5]=2)=[N:15]1. (2) Given the reactants [Cl:1][C:2]1[CH:3]=[C:4]([CH:17]=[CH:18][C:19]=1[Cl:20])[CH2:5][C:6]1[CH:14]=[CH:13][C:9]([C:10]([NH2:12])=[O:11])=[CH:8][C:7]=1[O:15][CH3:16].[Li+].C[Si]([N-][Si](C)(C)C)(C)C.[S:31](Cl)([CH3:34])(=[O:33])=[O:32], predict the reaction product. The product is: [Cl:1][C:2]1[CH:3]=[C:4]([CH:17]=[CH:18][C:19]=1[Cl:20])[CH2:5][C:6]1[CH:14]=[CH:13][C:9]([C:10]([NH:12][S:31]([CH3:34])(=[O:33])=[O:32])=[O:11])=[CH:8][C:7]=1[O:15][CH3:16]. (3) Given the reactants C(=[N:8][N:9]([CH:13]=[C:14]([C:17]#[N:18])[C:15]#[N:16])[CH:10]([CH3:12])[CH3:11])C1C=CC=CC=1.Cl, predict the reaction product. The product is: [NH2:18][C:17]1[C:14]([C:15]#[N:16])=[CH:13][N:9]([CH:10]([CH3:11])[CH3:12])[N:8]=1. (4) Given the reactants [CH2:1]([O:8][C:9]([NH:11][CH2:12][CH2:13][N:14]([CH2:37][CH2:38][NH:39][C:40]([O:42][CH2:43][C:44]1[CH:49]=[CH:48][CH:47]=[CH:46][CH:45]=1)=[O:41])[CH2:15][CH2:16][CH2:17][C@H:18]([N:22](C(OC(C)(C)C)=O)C(OC(C)(C)C)=O)[C:19]([OH:21])=[O:20])=[O:10])[C:2]1[CH:7]=[CH:6][CH:5]=[CH:4][CH:3]=1, predict the reaction product. The product is: [NH2:22][C@@H:18]([CH2:17][CH2:16][CH2:15][N:14]([CH2:37][CH2:38][NH:39][C:40]([O:42][CH2:43][C:44]1[CH:45]=[CH:46][CH:47]=[CH:48][CH:49]=1)=[O:41])[CH2:13][CH2:12][NH:11][C:9]([O:8][CH2:1][C:2]1[CH:3]=[CH:4][CH:5]=[CH:6][CH:7]=1)=[O:10])[C:19]([OH:21])=[O:20].